This data is from Reaction yield outcomes from USPTO patents with 853,638 reactions. The task is: Predict the reaction yield, written as a fraction of the theoretical maximum amount of product (1.0 means a 100% yield; for example, 0.34 means a 34% yield). (1) The reactants are [CH3:1][O:2][C:3]1[CH:4]=[C:5]2[C:10](=[CH:11][CH:12]=1)[CH:9]=[C:8]([C:13]1[N:14]=[C:15]([C:24]([CH3:28])([CH3:27])[CH2:25][NH2:26])[NH:16][C:17]=1[C:18]1[CH:23]=[CH:22][N:21]=[CH:20][CH:19]=1)[CH:7]=[CH:6]2.[CH:29](=O)[CH2:30][CH2:31][CH3:32]. No catalyst specified. The product is [CH2:29]([N:26]([CH2:4][CH2:3][CH2:12][CH3:11])[CH2:25][C:24]([C:15]1[NH:16][C:17]([C:18]2[CH:23]=[CH:22][N:21]=[CH:20][CH:19]=2)=[C:13]([C:8]2[CH:7]=[CH:6][C:5]3[C:10](=[CH:11][CH:12]=[C:3]([O:2][CH3:1])[CH:4]=3)[CH:9]=2)[N:14]=1)([CH3:28])[CH3:27])[CH2:30][CH2:31][CH3:32]. The yield is 0.470. (2) The reactants are [CH3:1][C:2]1[C:6]([C:7]([O:9][CH3:10])=[O:8])=[CH:5][NH:4][N:3]=1.[Cl:11][C:12]1[CH:17]=[CH:16][CH:15]=[CH:14][C:13]=1B(O)O.N1C=CC=CC=1. The catalyst is CN(C)C(=O)C.C([O-])(=O)C.[Cu+2].C([O-])(=O)C. The product is [Cl:11][C:12]1[CH:17]=[CH:16][CH:15]=[CH:14][C:13]=1[N:4]1[CH:5]=[C:6]([C:7]([O:9][CH3:10])=[O:8])[C:2]([CH3:1])=[N:3]1. The yield is 0.250. (3) The reactants are C(=[N:14][C:15]1[C:16]2[C:17]3[CH2:28][CH2:27][N:26]([CH2:29][C:30]4[CH:35]=[CH:34][CH:33]=[CH:32][CH:31]=4)[CH2:25][CH2:24][C:18]=3[NH:19][C:20]=2[CH:21]=[CH:22][CH:23]=1)(C1C=CC=CC=1)C1C=CC=CC=1.Cl. The catalyst is O1CCCC1. The product is [CH2:29]([N:26]1[CH2:27][CH2:28][C:17]2[C:16]3[C:15]([NH2:14])=[CH:23][CH:22]=[CH:21][C:20]=3[NH:19][C:18]=2[CH2:24][CH2:25]1)[C:30]1[CH:35]=[CH:34][CH:33]=[CH:32][CH:31]=1. The yield is 0.820. (4) The reactants are [NH:1]1[C:7]2[CH:8]=[CH:9][CH:10]=[CH:11][C:6]=2[CH:5]=[CH:4][CH:3]=[CH:2]1.[CH:12](=O)[CH3:13].C(O[BH-](OC(=O)C)OC(=O)C)(=O)C.[Na+].C(O)(=O)C. The catalyst is ClCCl. The product is [CH2:12]([N:1]1[C:7]2[CH:8]=[CH:9][CH:10]=[CH:11][C:6]=2[CH:5]=[CH:4][CH:3]=[CH:2]1)[CH3:13]. The yield is 0.480.